Dataset: NCI-60 drug combinations with 297,098 pairs across 59 cell lines. Task: Regression. Given two drug SMILES strings and cell line genomic features, predict the synergy score measuring deviation from expected non-interaction effect. (1) Drug 1: CC1=C(C(=CC=C1)Cl)NC(=O)C2=CN=C(S2)NC3=CC(=NC(=N3)C)N4CCN(CC4)CCO. Drug 2: CCC1(CC2CC(C3=C(CCN(C2)C1)C4=CC=CC=C4N3)(C5=C(C=C6C(=C5)C78CCN9C7C(C=CC9)(C(C(C8N6C)(C(=O)OC)O)OC(=O)C)CC)OC)C(=O)OC)O.OS(=O)(=O)O. Cell line: UACC-257. Synergy scores: CSS=-1.57, Synergy_ZIP=-0.149, Synergy_Bliss=-0.829, Synergy_Loewe=-1.94, Synergy_HSA=-1.81. (2) Drug 1: C1CCN(CC1)CCOC2=CC=C(C=C2)C(=O)C3=C(SC4=C3C=CC(=C4)O)C5=CC=C(C=C5)O. Drug 2: CC1OCC2C(O1)C(C(C(O2)OC3C4COC(=O)C4C(C5=CC6=C(C=C35)OCO6)C7=CC(=C(C(=C7)OC)O)OC)O)O. Cell line: KM12. Synergy scores: CSS=21.4, Synergy_ZIP=3.81, Synergy_Bliss=2.09, Synergy_Loewe=-10.1, Synergy_HSA=-0.801. (3) Drug 2: C(CN)CNCCSP(=O)(O)O. Cell line: NCI/ADR-RES. Drug 1: CS(=O)(=O)C1=CC(=C(C=C1)C(=O)NC2=CC(=C(C=C2)Cl)C3=CC=CC=N3)Cl. Synergy scores: CSS=5.69, Synergy_ZIP=-3.14, Synergy_Bliss=-5.02, Synergy_Loewe=-6.62, Synergy_HSA=-4.65. (4) Drug 1: C(CCl)NC(=O)N(CCCl)N=O. Drug 2: N.N.Cl[Pt+2]Cl. Cell line: HOP-92. Synergy scores: CSS=58.4, Synergy_ZIP=-5.59, Synergy_Bliss=-6.37, Synergy_Loewe=-11.7, Synergy_HSA=-2.11. (5) Drug 1: CC1=C(C(=CC=C1)Cl)NC(=O)C2=CN=C(S2)NC3=CC(=NC(=N3)C)N4CCN(CC4)CCO. Drug 2: CC12CCC3C(C1CCC2O)C(CC4=C3C=CC(=C4)O)CCCCCCCCCS(=O)CCCC(C(F)(F)F)(F)F. Cell line: HOP-62. Synergy scores: CSS=-0.501, Synergy_ZIP=0.0866, Synergy_Bliss=-4.02, Synergy_Loewe=-4.42, Synergy_HSA=-4.89. (6) Drug 1: C1=CC(=C2C(=C1NCCNCCO)C(=O)C3=C(C=CC(=C3C2=O)O)O)NCCNCCO. Drug 2: C1CN(CCN1C(=O)CCBr)C(=O)CCBr. Cell line: SW-620. Synergy scores: CSS=42.8, Synergy_ZIP=-1.84, Synergy_Bliss=-0.380, Synergy_Loewe=-11.2, Synergy_HSA=1.87. (7) Drug 1: C(CCl)NC(=O)N(CCCl)N=O. Drug 2: CC1C(C(CC(O1)OC2CC(CC3=C2C(=C4C(=C3O)C(=O)C5=CC=CC=C5C4=O)O)(C(=O)C)O)N)O. Cell line: HCC-2998. Synergy scores: CSS=63.8, Synergy_ZIP=-1.04, Synergy_Bliss=0.0626, Synergy_Loewe=-27.8, Synergy_HSA=-0.172. (8) Drug 2: C(CN)CNCCSP(=O)(O)O. Drug 1: CC(C1=C(C=CC(=C1Cl)F)Cl)OC2=C(N=CC(=C2)C3=CN(N=C3)C4CCNCC4)N. Synergy scores: CSS=14.0, Synergy_ZIP=-2.51, Synergy_Bliss=-1.02, Synergy_Loewe=-24.4, Synergy_HSA=-2.44. Cell line: A549.